From a dataset of NCI-60 drug combinations with 297,098 pairs across 59 cell lines. Regression. Given two drug SMILES strings and cell line genomic features, predict the synergy score measuring deviation from expected non-interaction effect. (1) Drug 1: CC1C(C(CC(O1)OC2CC(CC3=C2C(=C4C(=C3O)C(=O)C5=C(C4=O)C(=CC=C5)OC)O)(C(=O)C)O)N)O.Cl. Drug 2: C1C(C(OC1N2C=NC(=NC2=O)N)CO)O. Cell line: HT29. Synergy scores: CSS=33.3, Synergy_ZIP=-1.53, Synergy_Bliss=2.52, Synergy_Loewe=2.86, Synergy_HSA=4.34. (2) Drug 1: CC(CN1CC(=O)NC(=O)C1)N2CC(=O)NC(=O)C2. Drug 2: CN1C(=O)N2C=NC(=C2N=N1)C(=O)N. Cell line: BT-549. Synergy scores: CSS=4.23, Synergy_ZIP=-0.438, Synergy_Bliss=3.92, Synergy_Loewe=-2.84, Synergy_HSA=0.947. (3) Drug 1: CC12CCC3C(C1CCC2O)C(CC4=C3C=CC(=C4)O)CCCCCCCCCS(=O)CCCC(C(F)(F)F)(F)F. Drug 2: C1=NNC2=C1C(=O)NC=N2. Cell line: HCT-15. Synergy scores: CSS=1.72, Synergy_ZIP=2.89, Synergy_Bliss=-5.89, Synergy_Loewe=-7.51, Synergy_HSA=-7.19. (4) Drug 1: CCC1=CC2CC(C3=C(CN(C2)C1)C4=CC=CC=C4N3)(C5=C(C=C6C(=C5)C78CCN9C7C(C=CC9)(C(C(C8N6C)(C(=O)OC)O)OC(=O)C)CC)OC)C(=O)OC.C(C(C(=O)O)O)(C(=O)O)O. Drug 2: CN1C(=O)N2C=NC(=C2N=N1)C(=O)N. Cell line: ACHN. Synergy scores: CSS=7.71, Synergy_ZIP=-7.78, Synergy_Bliss=0.149, Synergy_Loewe=-26.6, Synergy_HSA=-1.51. (5) Drug 1: C1=C(C(=O)NC(=O)N1)N(CCCl)CCCl. Drug 2: CC1=C(C=C(C=C1)NC(=O)C2=CC=C(C=C2)CN3CCN(CC3)C)NC4=NC=CC(=N4)C5=CN=CC=C5. Cell line: IGROV1. Synergy scores: CSS=26.9, Synergy_ZIP=2.46, Synergy_Bliss=2.36, Synergy_Loewe=-2.55, Synergy_HSA=1.51. (6) Drug 1: C1=CC(=CC=C1CCC2=CNC3=C2C(=O)NC(=N3)N)C(=O)NC(CCC(=O)O)C(=O)O. Drug 2: CCCCCOC(=O)NC1=NC(=O)N(C=C1F)C2C(C(C(O2)C)O)O. Cell line: M14. Synergy scores: CSS=24.6, Synergy_ZIP=0.727, Synergy_Bliss=0.654, Synergy_Loewe=-18.5, Synergy_HSA=0.161.